This data is from Forward reaction prediction with 1.9M reactions from USPTO patents (1976-2016). The task is: Predict the product of the given reaction. (1) Given the reactants [Br:1][C:2]1[CH:31]=[CH:30][C:29]([F:32])=[CH:28][C:3]=1[O:4][CH:5]1[CH2:10][CH2:9][N:8]([C:11]2[N:16]=[N:15][C:14]([C:17]3[CH:18]=[N:19][CH:20]=[C:21]([CH:27]=3)[C:22]([O:24]CC)=[O:23])=[CH:13][CH:12]=2)[CH2:7][CH2:6]1.[OH-].[Na+], predict the reaction product. The product is: [Br:1][C:2]1[CH:31]=[CH:30][C:29]([F:32])=[CH:28][C:3]=1[O:4][CH:5]1[CH2:10][CH2:9][N:8]([C:11]2[N:16]=[N:15][C:14]([C:17]3[CH:18]=[N:19][CH:20]=[C:21]([CH:27]=3)[C:22]([OH:24])=[O:23])=[CH:13][CH:12]=2)[CH2:7][CH2:6]1. (2) Given the reactants Cl[C:2]1C=C(C=CC=1Cl)CN(C)C(=O)C=C1C(=O)OC(C)(C)O1.C=O.Cl.[NH2:26][CH2:27][C:28]1[CH:36]=[CH:35][C:31]([C:32]([OH:34])=[O:33])=[CH:30][CH:29]=1.C(N(CC)CC)C.[Cl:44][C:45]1[CH:46]=[C:47]([CH:70]=[CH:71][C:72]=1[Cl:73])[CH2:48][N:49]([CH3:69])[C:50]([C:52]1[CH2:56]N(CCC(NCCC(O)=O)=O)[C:54](=[O:67])[C:53]=1[OH:68])=[O:51], predict the reaction product. The product is: [CH3:2][O:33][C:32](=[O:34])[C:31]1[CH:30]=[CH:29][C:28]([CH2:27][N:26]2[CH2:56][C:52]([C:50](=[O:51])[N:49]([CH2:48][C:47]3[CH:70]=[CH:71][C:72]([Cl:73])=[C:45]([Cl:44])[CH:46]=3)[CH3:69])=[C:53]([OH:68])[C:54]2=[O:67])=[CH:36][CH:35]=1.